This data is from Reaction yield outcomes from USPTO patents with 853,638 reactions. The task is: Predict the reaction yield, written as a fraction of the theoretical maximum amount of product (1.0 means a 100% yield; for example, 0.34 means a 34% yield). (1) The reactants are [C:1]([O:4][C:5]1[CH:10]=[CH:9][C:8]([C:11](Cl)=[O:12])=[CH:7][CH:6]=1)(=[O:3])[CH3:2].C(N(CC)CC)C.[CH3:21][S:22][C:23]1[S:27][C:26]([NH2:28])=[N:25][CH:24]=1. The catalyst is C1COCC1. The product is [C:1]([O:4][C:5]1[CH:10]=[CH:9][C:8]([C:11](=[O:12])[NH:28][C:26]2[S:27][C:23]([S:22][CH3:21])=[CH:24][N:25]=2)=[CH:7][CH:6]=1)(=[O:3])[CH3:2]. The yield is 0.840. (2) The reactants are [CH:1]1([CH2:4][C@H:5]([NH:12]C(=O)OC(C)(C)C)[C:6]2[N:10]=[C:9]([CH3:11])[O:8][N:7]=2)[CH2:3][CH2:2]1.O. The catalyst is Cl. The product is [CH:1]1([CH2:4][C@H:5]([NH2:12])[C:6]2[N:10]=[C:9]([CH3:11])[O:8][N:7]=2)[CH2:3][CH2:2]1. The yield is 0.800. (3) The reactants are [CH2:1]([O:3][C:4]1[CH:11]=[CH:10][C:7]([CH:8]=O)=[CH:6][CH:5]=1)[CH3:2].C1C=CC(P(C2C=CC=CC=2)C2C=CC=CC=2)=CC=1.[C:31](Br)(Br)([Br:33])[Br:32]. No catalyst specified. The product is [Br:32][C:31]([Br:33])=[CH:8][C:7]1[CH:10]=[CH:11][C:4]([O:3][CH2:1][CH3:2])=[CH:5][CH:6]=1. The yield is 0.860.